From a dataset of Catalyst prediction with 721,799 reactions and 888 catalyst types from USPTO. Predict which catalyst facilitates the given reaction. (1) Reactant: [Br:1][C:2]1[CH:7]=[CH:6][C:5]([OH:8])=[CH:4][C:3]=1[CH3:9].[I-].[H-].[Na+].[CH2:13](Br)[C:14]1[CH:19]=[CH:18][CH:17]=[CH:16][CH:15]=1. Product: [CH2:13]([O:8][C:5]1[CH:6]=[CH:7][C:2]([Br:1])=[C:3]([CH3:9])[CH:4]=1)[C:14]1[CH:19]=[CH:18][CH:17]=[CH:16][CH:15]=1. The catalyst class is: 1. (2) Reactant: [NH2:1][C:2]1[CH:3]=[C:4]([C:11]2[N:12]=[C:13]([NH:16][C:17](=[O:23])[O:18][C:19]([CH3:22])([CH3:21])[CH3:20])[S:14][CH:15]=2)[CH:5]=[CH:6][C:7]=1[N+:8]([O-:10])=[O:9].[CH3:24][O:25][C:26]1[CH:34]=[CH:33][C:29]([C:30](Cl)=[O:31])=[CH:28][CH:27]=1. Product: [CH3:24][O:25][C:26]1[CH:34]=[CH:33][C:29]([C:30]([NH:1][C:2]2[CH:3]=[C:4]([C:11]3[N:12]=[C:13]([NH:16][C:17](=[O:23])[O:18][C:19]([CH3:20])([CH3:22])[CH3:21])[S:14][CH:15]=3)[CH:5]=[CH:6][C:7]=2[N+:8]([O-:10])=[O:9])=[O:31])=[CH:28][CH:27]=1. The catalyst class is: 17.